This data is from Forward reaction prediction with 1.9M reactions from USPTO patents (1976-2016). The task is: Predict the product of the given reaction. (1) Given the reactants C([O:3][C:4](=O)[CH:5]=[CH:6][C@@H:7]([CH3:50])[C@H:8]([O:40][CH2:41][C:42]1[CH:47]=[CH:46][C:45]([O:48][CH3:49])=[CH:44][CH:43]=1)[CH2:9][C@@H:10]([O:30][CH2:31][C:32]1[CH:37]=[CH:36][C:35]([O:38][CH3:39])=[CH:34][CH:33]=1)[CH2:11][O:12][Si:13]([C:26]([CH3:29])([CH3:28])[CH3:27])([C:20]1[CH:25]=[CH:24][CH:23]=[CH:22][CH:21]=1)[C:14]1[CH:19]=[CH:18][CH:17]=[CH:16][CH:15]=1)C, predict the reaction product. The product is: [Si:13]([O:12][CH2:11][C@H:10]([O:30][CH2:31][C:32]1[CH:33]=[CH:34][C:35]([O:38][CH3:39])=[CH:36][CH:37]=1)[CH2:9][C@@H:8]([O:40][CH2:41][C:42]1[CH:47]=[CH:46][C:45]([O:48][CH3:49])=[CH:44][CH:43]=1)[C@H:7]([CH3:50])[CH:6]=[CH:5][CH2:4][OH:3])([C:26]([CH3:29])([CH3:27])[CH3:28])([C:14]1[CH:19]=[CH:18][CH:17]=[CH:16][CH:15]=1)[C:20]1[CH:21]=[CH:22][CH:23]=[CH:24][CH:25]=1. (2) Given the reactants Cl.Cl.[NH2:3][CH2:4][CH2:5][CH2:6][CH2:7][CH2:8][CH2:9][CH2:10][CH2:11][CH2:12][N:13]1[CH2:18][CH2:17][CH:16]([O:19][C:20](=[O:34])[NH:21][C:22]2[CH:27]=[CH:26][CH:25]=[CH:24][C:23]=2[C:28]2[CH:33]=[CH:32][CH:31]=[CH:30][CH:29]=2)[CH2:15][CH2:14]1.[Cl:35][C:36]1[C:37]([OH:46])=[C:38]([CH:42]=[C:43]([Cl:45])[CH:44]=1)[C:39](O)=[O:40], predict the reaction product. The product is: [Cl:35][C:36]1[C:37]([OH:46])=[C:38]([CH:42]=[C:43]([Cl:45])[CH:44]=1)[C:39]([NH:3][CH2:4][CH2:5][CH2:6][CH2:7][CH2:8][CH2:9][CH2:10][CH2:11][CH2:12][N:13]1[CH2:18][CH2:17][CH:16]([O:19][C:20](=[O:34])[NH:21][C:22]2[CH:27]=[CH:26][CH:25]=[CH:24][C:23]=2[C:28]2[CH:33]=[CH:32][CH:31]=[CH:30][CH:29]=2)[CH2:15][CH2:14]1)=[O:40]. (3) Given the reactants [Cl:1][C:2]1[CH:3]=[C:4]([C:15]([NH:17][CH2:18][CH:19]([CH3:21])[CH3:20])=O)[CH:5]=[C:6]([CH:14]=1)[C:7]([NH:9][CH2:10][CH:11]([CH3:13])[CH3:12])=O.B.Cl, predict the reaction product. The product is: [Cl:1][C:2]1[CH:3]=[C:4]([CH:5]=[C:6]([CH2:7][NH:9][CH2:10][CH:11]([CH3:13])[CH3:12])[CH:14]=1)[CH2:15][NH:17][CH2:18][CH:19]([CH3:21])[CH3:20]. (4) Given the reactants [NH:1]1[CH2:5][CH2:4][CH2:3][C:2]1=[O:6].[H-].[Na+].Br[CH2:10][C:11]1[CH:16]=[CH:15][CH:14]=[C:13]([I:17])[CH:12]=1, predict the reaction product. The product is: [I:17][C:13]1[CH:12]=[C:11]([CH:16]=[CH:15][CH:14]=1)[CH2:10][N:1]1[CH2:5][CH2:4][CH2:3][C:2]1=[O:6]. (5) Given the reactants Cl[C:2]1[N:7]=[C:6]([C:8]2[N:9]([CH:14]([CH3:16])[CH3:15])[C:10]([CH3:13])=[N:11][CH:12]=2)[CH:5]=[CH:4][N:3]=1.[NH2:17][CH:18]1[CH2:23][CH2:22][CH:21]([NH2:24])[CH2:20][CH2:19]1.C(N(CC)CC)C, predict the reaction product. The product is: [CH3:13][C:10]1[N:9]([CH:14]([CH3:16])[CH3:15])[C:8]([C:6]2[CH:5]=[CH:4][N:3]=[C:2]([NH:17][CH:18]3[CH2:23][CH2:22][CH:21]([NH2:24])[CH2:20][CH2:19]3)[N:7]=2)=[CH:12][N:11]=1. (6) Given the reactants Cl[C:2]([O:4][C:5]1[CH:10]=[CH:9][CH:8]=[CH:7][CH:6]=1)=[O:3].C(N(CC)CC)C.[CH2:18]([NH2:23])[CH2:19][CH:20]([CH3:22])[CH3:21], predict the reaction product. The product is: [CH3:21][CH:20]([CH3:22])[CH2:19][CH2:18][NH:23][C:2](=[O:3])[O:4][C:5]1[CH:10]=[CH:9][CH:8]=[CH:7][CH:6]=1.